From a dataset of NCI-60 drug combinations with 297,098 pairs across 59 cell lines. Regression. Given two drug SMILES strings and cell line genomic features, predict the synergy score measuring deviation from expected non-interaction effect. Drug 1: CC1=C2C(C(=O)C3(C(CC4C(C3C(C(C2(C)C)(CC1OC(=O)C(C(C5=CC=CC=C5)NC(=O)OC(C)(C)C)O)O)OC(=O)C6=CC=CC=C6)(CO4)OC(=O)C)OC)C)OC. Drug 2: COCCOC1=C(C=C2C(=C1)C(=NC=N2)NC3=CC=CC(=C3)C#C)OCCOC.Cl. Cell line: NCI-H460. Synergy scores: CSS=72.7, Synergy_ZIP=24.6, Synergy_Bliss=23.8, Synergy_Loewe=-18.6, Synergy_HSA=23.7.